From a dataset of Full USPTO retrosynthesis dataset with 1.9M reactions from patents (1976-2016). Predict the reactants needed to synthesize the given product. (1) Given the product [F:31][C:28]1[CH:29]=[CH:30][C:25]([O:24][C:22](=[O:23])[N:21]([C@H:19]2[C@H:18]([C:34]3[CH:39]=[CH:38][C:37]([Cl:40])=[CH:36][CH:35]=3)[CH2:17][N:16]([C:14]([CH:11]3[CH2:12][CH2:13][NH:8][CH2:9][CH2:10]3)=[O:15])[CH2:20]2)[CH2:32][CH3:33])=[CH:26][CH:27]=1, predict the reactants needed to synthesize it. The reactants are: C(OC([N:8]1[CH2:13][CH2:12][CH:11]([C:14]([N:16]2[CH2:20][C@@H:19]([N:21]([CH2:32][CH3:33])[C:22]([O:24][C:25]3[CH:30]=[CH:29][C:28]([F:31])=[CH:27][CH:26]=3)=[O:23])[C@H:18]([C:34]3[CH:39]=[CH:38][C:37]([Cl:40])=[CH:36][CH:35]=3)[CH2:17]2)=[O:15])[CH2:10][CH2:9]1)=O)(C)(C)C.C(O)(C(F)(F)F)=O. (2) Given the product [O:15]=[C:16]([CH3:21])[CH2:17][C:18]([NH:7][CH2:6][C:5]1[CH:8]=[CH:9][CH:10]=[C:3]([C:2]([F:11])([F:12])[F:1])[CH:4]=1)=[O:19], predict the reactants needed to synthesize it. The reactants are: [F:1][C:2]([F:12])([F:11])[C:3]1[CH:4]=[C:5]([CH:8]=[CH:9][CH:10]=1)[CH2:6][NH2:7].CC1(C)[O:19][C:18](=O)[CH:17]=[C:16]([CH3:21])[O:15]1. (3) The reactants are: [C:1]([O:5][C:6]([N:8]1[CH2:13][C@@H:12]([C:14](=[O:37])[NH:15][CH2:16][C:17]2([CH2:31][CH2:32][CH2:33][CH2:34][O:35][CH3:36])[C:30]3[CH:29]=[CH:28][CH:27]=[CH:26][C:25]=3[O:24][C:23]3[C:18]2=[CH:19][CH:20]=[CH:21][CH:22]=3)[CH2:11][C@@H:10]([NH:38][CH2:39][CH3:40])[CH2:9]1)=[O:7])([CH3:4])([CH3:3])[CH3:2].Cl.[N:42]1[CH:47]=[CH:46][C:45]([CH2:48][C:49]([OH:51])=O)=[CH:44][CH:43]=1.CCN(CC)CC. Given the product [C:1]([O:5][C:6]([N:8]1[CH2:13][C@@H:12]([C:14](=[O:37])[NH:15][CH2:16][C:17]2([CH2:31][CH2:32][CH2:33][CH2:34][O:35][CH3:36])[C:30]3[CH:29]=[CH:28][CH:27]=[CH:26][C:25]=3[O:24][C:23]3[C:18]2=[CH:19][CH:20]=[CH:21][CH:22]=3)[CH2:11][C@@H:10]([N:38]([CH2:39][CH3:40])[C:49](=[O:51])[CH2:48][C:45]2[CH:44]=[CH:43][N:42]=[CH:47][CH:46]=2)[CH2:9]1)=[O:7])([CH3:4])([CH3:3])[CH3:2], predict the reactants needed to synthesize it. (4) Given the product [CH3:35][C:36]1[C:37](=[N:18][NH:1][C:2]2[C:3]([OH:17])=[C:4]([C:8]3[CH:13]=[CH:12][CH:11]=[C:10]([C:14]([OH:16])=[O:15])[CH:9]=3)[CH:5]=[CH:6][CH:7]=2)[C:38](=[O:48])[N:39]([C:41]2[CH:46]=[CH:45][C:44]([CH3:47])=[CH:43][CH:42]=2)[N:40]=1, predict the reactants needed to synthesize it. The reactants are: [NH2:1][C:2]1[C:3]([OH:17])=[C:4]([C:8]2[CH:13]=[CH:12][CH:11]=[C:10]([C:14]([OH:16])=[O:15])[CH:9]=2)[CH:5]=[CH:6][CH:7]=1.[NH2:18]C1C=CC(C2C=CC=C(C(O)=O)C=2)=CC=1O.[CH3:35][C:36]1[CH2:37][C:38](=[O:48])[N:39]([C:41]2[CH:46]=[CH:45][C:44]([CH3:47])=[CH:43][CH:42]=2)[N:40]=1. (5) Given the product [CH2:11]([N:31]1[CH2:36][CH2:35][N:34]([CH2:16][CH:17]([OH:18])[C:55]2[C:56]3[C:51](=[CH:52][CH:59]=[C:58]([O:65][CH3:64])[CH:57]=3)[N:50]=[CH:53][CH:54]=2)[CH2:33][C@@H:32]1[CH2:37][OH:39])[CH2:1][CH2:7][CH2:6][CH2:5][CH2:8][CH3:10], predict the reactants needed to synthesize it. The reactants are: [C@@:1]12([CH2:11]S(O)(=O)=O)[C:8]([CH3:10])(C)[CH:5]([CH2:6][CH2:7]1)CC2=O.[C@@:16]12(CS(O)(=O)=O)C(C)(C)C(CC1)C[C:17]2=[O:18].[NH:31]1[CH2:36][CH2:35][NH:34][CH2:33][C@@H:32]1[C:37]([OH:39])=O.C(OC(N1[CH2:52][CH2:51][N:50]([CH2:53][CH2:54][CH2:55][CH2:56][CH2:57][CH2:58][CH3:59])[C@@H](CO)C1)=O)(C)(C)C.FC(F)(F)[C:64](O)=[O:65].